The task is: Regression. Given a peptide amino acid sequence and an MHC pseudo amino acid sequence, predict their binding affinity value. This is MHC class II binding data.. This data is from Peptide-MHC class II binding affinity with 134,281 pairs from IEDB. (1) The MHC is DRB1_1501 with pseudo-sequence DRB1_1501. The peptide sequence is PENAKEKPQEGTVVA. The binding affinity (normalized) is 0. (2) The peptide sequence is IQLKCSDSMPCKDIK. The binding affinity (normalized) is 0.231. The MHC is HLA-DQA10501-DQB10301 with pseudo-sequence HLA-DQA10501-DQB10301. (3) The peptide sequence is ADSVKGRFTISRDNS. The MHC is DRB1_0405 with pseudo-sequence DRB1_0405. The binding affinity (normalized) is 0.623. (4) The peptide sequence is QQLIFCMDVVLQQHNIAHGR. The MHC is DRB1_1101 with pseudo-sequence DRB1_1101. The binding affinity (normalized) is 0.